This data is from Reaction yield outcomes from USPTO patents with 853,638 reactions. The task is: Predict the reaction yield, written as a fraction of the theoretical maximum amount of product (1.0 means a 100% yield; for example, 0.34 means a 34% yield). The reactants are B(F)(F)F.CCOCC.Br[CH2:11][C:12]([C:14]1[C:19]([O:20][CH3:21])=[CH:18][CH:17]=[CH:16][N:15]=1)=O.[CH3:22][O:23][C:24](=[O:32])[CH2:25][CH2:26][CH2:27][CH2:28][C:29](=[O:31])[NH2:30]. The catalyst is C1COCC1. The product is [CH3:22][O:23][C:24](=[O:32])[CH2:25][CH2:26][CH2:27][CH2:28][C:29]1[O:31][CH:11]=[C:12]([C:14]2[C:19]([O:20][CH3:21])=[CH:18][CH:17]=[CH:16][N:15]=2)[N:30]=1. The yield is 0.330.